From a dataset of Full USPTO retrosynthesis dataset with 1.9M reactions from patents (1976-2016). Predict the reactants needed to synthesize the given product. Given the product [NH:28]1[C:29]2[CH:34]=[CH:33][C:32]([N:35]3[CH:39]([C:40]4[CH:45]=[C:44]([F:46])[CH:43]=[C:42]([F:47])[C:41]=4[F:48])[C:38]([C:49]4[CH:54]=[CH:53][CH:52]=[CH:51][CH:50]=4)=[C:37]([O:55][CH3:3])[C:36]3=[O:56])=[CH:31][C:30]=2[N:26]=[CH:27]1, predict the reactants needed to synthesize it. The reactants are: [OH-].[K+].[CH3:3]C1C=CC(S(N(N=O)C)(=O)=O)=CC=1.C(O)CO.CCOCC.[NH:26]1[C:30]2[CH:31]=[C:32]([N:35]3[CH:39]([C:40]4[CH:45]=[C:44]([F:46])[CH:43]=[C:42]([F:47])[C:41]=4[F:48])[C:38]([C:49]4[CH:54]=[CH:53][CH:52]=[CH:51][CH:50]=4)=[C:37]([OH:55])[C:36]3=[O:56])[CH:33]=[CH:34][C:29]=2[N:28]=[CH:27]1.